This data is from Full USPTO retrosynthesis dataset with 1.9M reactions from patents (1976-2016). The task is: Predict the reactants needed to synthesize the given product. (1) Given the product [CH:1]1([CH:4]([N:20]2[CH:19]=[CH:18][N:22]=[CH:21]2)[C:6]2[CH:11]=[CH:10][C:9]([C:12]3[CH:17]=[CH:16][CH:15]=[CH:14][CH:13]=3)=[N:8][CH:7]=2)[CH2:3][CH2:2]1, predict the reactants needed to synthesize it. The reactants are: [CH:1]1([CH:4]([C:6]2[CH:7]=[N:8][C:9]([C:12]3[CH:17]=[CH:16][CH:15]=[CH:14][CH:13]=3)=[CH:10][CH:11]=2)O)[CH2:3][CH2:2]1.[CH:18]1[N:22]=[CH:21][N:20](C([N:20]2[CH:21]=[N:22][CH:18]=[CH:19]2)=O)[CH:19]=1. (2) Given the product [Cl:5][CH2:6][C:7]([C:18]1[CH:17]=[C:16]2[C:21]([CH2:22][CH2:23][N:14]([C:12](=[O:13])[C:11]([F:10])([F:25])[F:24])[CH2:15]2)=[CH:20][CH:19]=1)=[O:8], predict the reactants needed to synthesize it. The reactants are: [Al+3].[Cl-].[Cl-].[Cl-].[Cl:5][CH2:6][C:7](Cl)=[O:8].[F:10][C:11]([F:25])([F:24])[C:12]([N:14]1[CH2:23][CH2:22][C:21]2[C:16](=[CH:17][CH:18]=[CH:19][CH:20]=2)[CH2:15]1)=[O:13]. (3) Given the product [C:17]([C:15]1[S:16][C:8]2[C:7]([OH:21])=[C:6]([C:4]([NH:22][CH2:23][C:24]([OH:26])=[O:25])=[O:5])[N:11]=[C:10]([C:12]#[N:13])[C:9]=2[N:14]=1)([CH3:18])([CH3:19])[CH3:20], predict the reactants needed to synthesize it. The reactants are: C(O[C:4]([C:6]1[N:11]=[C:10]([C:12]#[N:13])[C:9]2[N:14]=[C:15]([C:17]([CH3:20])([CH3:19])[CH3:18])[S:16][C:8]=2[C:7]=1[OH:21])=[O:5])C.[NH2:22][CH2:23][C:24]([OH:26])=[O:25].Cl.